This data is from NCI-60 drug combinations with 297,098 pairs across 59 cell lines. The task is: Regression. Given two drug SMILES strings and cell line genomic features, predict the synergy score measuring deviation from expected non-interaction effect. (1) Cell line: SF-295. Drug 1: C1CCC(CC1)NC(=O)N(CCCl)N=O. Synergy scores: CSS=46.8, Synergy_ZIP=4.89, Synergy_Bliss=8.15, Synergy_Loewe=6.84, Synergy_HSA=9.75. Drug 2: CN1C(=O)N2C=NC(=C2N=N1)C(=O)N. (2) Drug 1: CCC1=CC2CC(C3=C(CN(C2)C1)C4=CC=CC=C4N3)(C5=C(C=C6C(=C5)C78CCN9C7C(C=CC9)(C(C(C8N6C)(C(=O)OC)O)OC(=O)C)CC)OC)C(=O)OC.C(C(C(=O)O)O)(C(=O)O)O. Drug 2: COC1=NC(=NC2=C1N=CN2C3C(C(C(O3)CO)O)O)N. Cell line: DU-145. Synergy scores: CSS=45.0, Synergy_ZIP=0.879, Synergy_Bliss=2.12, Synergy_Loewe=-52.4, Synergy_HSA=0.782. (3) Drug 1: CC1C(C(=O)NC(C(=O)N2CCCC2C(=O)N(CC(=O)N(C(C(=O)O1)C(C)C)C)C)C(C)C)NC(=O)C3=C4C(=C(C=C3)C)OC5=C(C(=O)C(=C(C5=N4)C(=O)NC6C(OC(=O)C(N(C(=O)CN(C(=O)C7CCCN7C(=O)C(NC6=O)C(C)C)C)C)C(C)C)C)N)C. Drug 2: CS(=O)(=O)CCNCC1=CC=C(O1)C2=CC3=C(C=C2)N=CN=C3NC4=CC(=C(C=C4)OCC5=CC(=CC=C5)F)Cl. Cell line: U251. Synergy scores: CSS=1.78, Synergy_ZIP=12.1, Synergy_Bliss=17.7, Synergy_Loewe=4.63, Synergy_HSA=8.30. (4) Drug 1: CC1=CC2C(CCC3(C2CCC3(C(=O)C)OC(=O)C)C)C4(C1=CC(=O)CC4)C. Drug 2: N.N.Cl[Pt+2]Cl. Cell line: HCT-15. Synergy scores: CSS=-7.68, Synergy_ZIP=1.38, Synergy_Bliss=0.192, Synergy_Loewe=-3.43, Synergy_HSA=-2.95. (5) Drug 1: C1=CC(=CC=C1C#N)C(C2=CC=C(C=C2)C#N)N3C=NC=N3. Drug 2: C1=NC2=C(N=C(N=C2N1C3C(C(C(O3)CO)O)O)F)N. Cell line: T-47D. Synergy scores: CSS=-3.59, Synergy_ZIP=4.78, Synergy_Bliss=10.6, Synergy_Loewe=-2.27, Synergy_HSA=-0.797. (6) Drug 1: C(=O)(N)NO. Drug 2: CC1=C(C(=O)C2=C(C1=O)N3CC4C(C3(C2COC(=O)N)OC)N4)N. Cell line: NCI-H322M. Synergy scores: CSS=5.03, Synergy_ZIP=-0.988, Synergy_Bliss=1.91, Synergy_Loewe=-10.2, Synergy_HSA=-2.29. (7) Drug 1: CC1=C(C(CCC1)(C)C)C=CC(=CC=CC(=CC(=O)O)C)C. Drug 2: CCC1=C2CN3C(=CC4=C(C3=O)COC(=O)C4(CC)O)C2=NC5=C1C=C(C=C5)O. Cell line: SF-295. Synergy scores: CSS=15.7, Synergy_ZIP=1.14, Synergy_Bliss=-2.24, Synergy_Loewe=-14.6, Synergy_HSA=0.356.